This data is from Catalyst prediction with 721,799 reactions and 888 catalyst types from USPTO. The task is: Predict which catalyst facilitates the given reaction. (1) Reactant: [CH:1]([O:4][C:5]1[CH:33]=[CH:32][C:8]([C:9]([NH:11][NH:12][C:13](=O)[C:14]2[CH:19]=[C:18]([CH3:20])[C:17]([O:21][CH2:22][C:23]3[CH:28]=[CH:27][CH:26]=[CH:25][CH:24]=3)=[C:16]([CH2:29][CH3:30])[CH:15]=2)=[O:10])=[CH:7][C:6]=1[CH3:34])([CH3:3])[CH3:2].CC[N+](S(N=C(OC)[O-])(=O)=O)(CC)CC. Product: [CH2:22]([O:21][C:17]1[C:18]([CH3:20])=[CH:19][C:14]([C:13]2[O:10][C:9]([C:8]3[CH:32]=[CH:33][C:5]([O:4][CH:1]([CH3:3])[CH3:2])=[C:6]([CH3:34])[CH:7]=3)=[N:11][N:12]=2)=[CH:15][C:16]=1[CH2:29][CH3:30])[C:23]1[CH:24]=[CH:25][CH:26]=[CH:27][CH:28]=1. The catalyst class is: 165. (2) Reactant: [CH2:1]([O:3][C:4](=[O:15])[NH:5][C:6]1[C:11]([CH3:12])=[CH:10][C:9](Br)=[CH:8][C:7]=1[CH3:14])[CH3:2].C([Mg]Cl)(C)C.C([Li])(C)(C)C.CN(C)[CH:28]=[O:29]. Product: [CH2:1]([O:3][C:4](=[O:15])[NH:5][C:6]1[C:11]([CH3:12])=[CH:10][C:9]([CH:28]=[O:29])=[CH:8][C:7]=1[CH3:14])[CH3:2]. The catalyst class is: 506. (3) Reactant: [OH:1][C:2]1[CH:7]=[CH:6][C:5]([C:8]2[S:9][CH2:10][C:11](=[O:13])[N:12]=2)=[CH:4][C:3]=1[O:14][CH3:15].[CH3:16][C:17]1[CH:24]=[CH:23][C:20]([CH:21]=O)=[CH:19][CH:18]=1.C(O)(=O)C.C([O-])(=O)C.[Na+]. Product: [OH:1][C:2]1[CH:7]=[CH:6][C:5]([C:8]2[S:9][C:10](=[CH:16][C:17]3[CH:24]=[CH:23][C:20]([CH3:21])=[CH:19][CH:18]=3)[C:11](=[O:13])[N:12]=2)=[CH:4][C:3]=1[O:14][CH3:15]. The catalyst class is: 6. (4) Reactant: [Si:1]([O:18][CH:19]1[CH2:22][N:21]([C:23]2[S:24][CH:25]=[C:26]([C:28]([O:30]CC)=O)[N:27]=2)[CH2:20]1)([C:14]([CH3:17])([CH3:16])[CH3:15])([C:8]1[CH:13]=[CH:12][CH:11]=[CH:10][CH:9]=1)[C:2]1[CH:7]=[CH:6][CH:5]=[CH:4][CH:3]=1.[NH:33]1[CH2:38][CH2:37][CH2:36][CH2:35][CH2:34]1.C[Al](C)C.C(O)(=O)C.C(OCC)(=O)C. Product: [Si:1]([O:18][CH:19]1[CH2:20][N:21]([C:23]2[S:24][CH:25]=[C:26]([C:28]([N:33]3[CH2:38][CH2:37][CH2:36][CH2:35][CH2:34]3)=[O:30])[N:27]=2)[CH2:22]1)([C:14]([CH3:16])([CH3:15])[CH3:17])([C:8]1[CH:9]=[CH:10][CH:11]=[CH:12][CH:13]=1)[C:2]1[CH:3]=[CH:4][CH:5]=[CH:6][CH:7]=1. The catalyst class is: 48.